Dataset: Reaction yield outcomes from USPTO patents with 853,638 reactions. Task: Predict the reaction yield, written as a fraction of the theoretical maximum amount of product (1.0 means a 100% yield; for example, 0.34 means a 34% yield). (1) The reactants are Cl.Cl.[NH2:3][CH2:4][CH2:5][CH2:6][CH2:7][N:8]1[C:18](=[O:19])[C:17]2[N:20]3[C:10](=[CH:11][N:12]=[C:13]3[CH:14]=[CH:15][CH:16]=2)[C:9]1=[O:21].C(N(CC)CC)C.[F:29][C:30]([F:37])([F:36])[CH2:31][S:32](Cl)(=[O:34])=[O:33]. The catalyst is C(Cl)Cl. The product is [F:29][C:30]([F:37])([F:36])[CH2:31][S:32]([NH:3][CH2:4][CH2:5][CH2:6][CH2:7][N:8]1[C:18](=[O:19])[C:17]2[N:20]3[C:10](=[CH:11][N:12]=[C:13]3[CH:14]=[CH:15][CH:16]=2)[C:9]1=[O:21])(=[O:34])=[O:33]. The yield is 0.387. (2) The reactants are [CH2:1]([O:8][C:9]1[CH:16]=[CH:15][C:12]([CH:13]=[O:14])=[CH:11][C:10]=1[O:17][CH3:18])[C:2]1[CH:7]=[CH:6][CH:5]=[CH:4][CH:3]=1.[N+:19]([O-])([OH:21])=[O:20].O. The catalyst is ClCCCl. The product is [CH2:1]([O:8][C:9]1[C:10]([O:17][CH3:18])=[CH:11][C:12]([CH:13]=[O:14])=[C:15]([N+:19]([O-:21])=[O:20])[CH:16]=1)[C:2]1[CH:3]=[CH:4][CH:5]=[CH:6][CH:7]=1. The yield is 0.780. (3) The yield is 0.850. The catalyst is ClCCl. The product is [Cl:39][C:40]1[C:41]([OH:51])=[C:42]([S:47]([N:15]([CH2:16][C:17]2[CH:18]=[C:19]([CH:29]=[CH:30][CH:31]=2)[CH2:20][NH:21][C:22](=[O:28])[O:23][C:24]([CH3:25])([CH3:26])[CH3:27])[CH2:14][C:11]2[CH:10]=[CH:9][C:8]([C:5]3[CH:4]=[CH:3][C:2]([F:1])=[CH:7][CH:6]=3)=[CH:13][CH:12]=2)(=[O:49])=[O:48])[CH:43]=[C:44]([Cl:46])[CH:45]=1. The reactants are [F:1][C:2]1[CH:7]=[CH:6][C:5]([C:8]2[CH:13]=[CH:12][C:11]([CH2:14][NH:15][CH2:16][C:17]3[CH:18]=[C:19]([CH:29]=[CH:30][CH:31]=3)[CH2:20][NH:21][C:22](=[O:28])[O:23][C:24]([CH3:27])([CH3:26])[CH3:25])=[CH:10][CH:9]=2)=[CH:4][CH:3]=1.C(N(CC)CC)C.[Cl:39][C:40]1[C:41]([OH:51])=[C:42]([S:47](Cl)(=[O:49])=[O:48])[CH:43]=[C:44]([Cl:46])[CH:45]=1. (4) The reactants are [CH2:1]([N:3]1[C:11]2[C:6](=[CH:7][CH:8]=[C:9]([O:12][CH3:13])[CH:10]=2)[C:5]([C:14](=[O:19])C(F)(F)F)=[C:4]1[CH3:20])[CH3:2].[OH-:21].[K+].Cl. The catalyst is C(O)C.O. The product is [CH2:1]([N:3]1[C:11]2[C:6](=[CH:7][CH:8]=[C:9]([O:12][CH3:13])[CH:10]=2)[C:5]([C:14]([OH:19])=[O:21])=[C:4]1[CH3:20])[CH3:2]. The yield is 0.740. (5) The reactants are [Br:1][C:2]1[C:10]2[N:9]=[C:8]([CH2:11][F:12])[N:7]([CH2:13][C:14]3[CH:19]=[CH:18][CH:17]=[C:16]([Cl:20])[C:15]=3[CH3:21])[C:6]=2[CH:5]=[C:4]([N+:22]([O-])=O)[CH:3]=1.O.O.[Sn](Cl)Cl.Cl. The catalyst is CO. The product is [Br:1][C:2]1[C:10]2[N:9]=[C:8]([CH2:11][F:12])[N:7]([CH2:13][C:14]3[CH:19]=[CH:18][CH:17]=[C:16]([Cl:20])[C:15]=3[CH3:21])[C:6]=2[CH:5]=[C:4]([NH2:22])[CH:3]=1. The yield is 0.950.